From a dataset of Reaction yield outcomes from USPTO patents with 853,638 reactions. Predict the reaction yield, written as a fraction of the theoretical maximum amount of product (1.0 means a 100% yield; for example, 0.34 means a 34% yield). (1) The reactants are [C:1]([C:4]1[CH:5]=[N:6][C:7]2[C:12]([C:13]=1[NH:14][C:15]1[CH:16]=[N:17][C:18]([N:21]3[CH2:25][CH2:24][CH:23]([NH:26][C:27](=[O:33])[O:28][C:29]([CH3:32])([CH3:31])[CH3:30])[CH2:22]3)=[N:19][CH:20]=1)=[N:11][C:10](Cl)=[CH:9][CH:8]=2)(=[O:3])[CH3:2].[Cl:35][C:36]1[CH:41]=[C:40](B2OC(C)(C)C(C)(C)O2)[CH:39]=[C:38]([Cl:51])[C:37]=1[OH:52]. No catalyst specified. The product is [C:1]([C:4]1[CH:5]=[N:6][C:7]2[C:12]([C:13]=1[NH:14][C:15]1[CH:20]=[N:19][C:18]([N:21]3[CH2:25][CH2:24][CH:23]([NH:26][C:27](=[O:33])[O:28][C:29]([CH3:32])([CH3:31])[CH3:30])[CH2:22]3)=[N:17][CH:16]=1)=[N:11][C:10]([C:40]1[CH:41]=[C:36]([Cl:35])[C:37]([OH:52])=[C:38]([Cl:51])[CH:39]=1)=[CH:9][CH:8]=2)(=[O:3])[CH3:2]. The yield is 0.800. (2) The reactants are [C:1]1([C:7]2[CH2:8][CH2:9][N:10]([C:13](Cl)=[O:14])[CH2:11][CH:12]=2)[CH:6]=[CH:5][CH:4]=[CH:3][CH:2]=1.[OH:16][CH2:17][CH2:18][CH2:19][CH2:20][NH:21]C(=O)C1C=CC=CC=1. No catalyst specified. The product is [OH:16][CH2:17][CH2:18][CH2:19][CH2:20][NH:21][C:13]([N:10]1[CH2:11][CH:12]=[C:7]([C:1]2[CH:6]=[CH:5][CH:4]=[CH:3][CH:2]=2)[CH2:8][CH2:9]1)=[O:14]. The yield is 1.00. (3) The reactants are [NH2:1][C:2]1[CH:7]=[CH:6][C:5]([C:8]([CH2:13][CH3:14])([CH2:11][CH3:12])[C:9]#[N:10])=[CH:4][CH:3]=1.[CH3:15][O:16][C:17]1[CH:18]=[C:19]([CH:23]=[CH:24][C:25]=1[O:26][CH3:27])[C:20](Cl)=[O:21].C(N(CC)CC)C. The catalyst is C(Cl)Cl. The product is [C:9]([C:8]([C:5]1[CH:4]=[CH:3][C:2]([NH:1][C:20](=[O:21])[C:19]2[CH:23]=[CH:24][C:25]([O:26][CH3:27])=[C:17]([O:16][CH3:15])[CH:18]=2)=[CH:7][CH:6]=1)([CH2:13][CH3:14])[CH2:11][CH3:12])#[N:10]. The yield is 0.110. (4) The reactants are [N:1]([CH2:4][CH2:5][O:6][CH2:7][CH2:8][O:9][CH2:10][CH2:11][O:12][CH2:13][CH2:14][O:15][C:16]1[CH:17]=[C:18]([CH:26]2[O:30][CH2:29][CH2:28][O:27]2)[CH:19]=[C:20]([O:24][CH3:25])[C:21]=1[O:22][CH3:23])=[N+]=[N-]. The catalyst is C(O)C.[Pd]. The product is [NH2:1][CH2:4][CH2:5][O:6][CH2:7][CH2:8][O:9][CH2:10][CH2:11][O:12][CH2:13][CH2:14][O:15][C:16]1[CH:17]=[C:18]([CH:26]2[O:27][CH2:28][CH2:29][O:30]2)[CH:19]=[C:20]([O:24][CH3:25])[C:21]=1[O:22][CH3:23]. The yield is 0.840. (5) The reactants are C(OC([N:8]1[CH2:13][CH2:12][N:11]([C:14]2[C:15]3[C:29]([O:30][CH3:31])=[CH:28][N:27]=[CH:26][C:16]=3[N:17]=[C:18]([C:20]3[CH:25]=[CH:24][N:23]=[CH:22][CH:21]=3)[N:19]=2)[CH2:10][CH:9]1[C:32](=[O:41])[NH:33][CH2:34][C:35]1[CH:40]=[CH:39][CH:38]=[CH:37][CH:36]=1)=O)(C)(C)C.C(OC(N1CCN(C2C3C(OC)=CN=CC=3N=C(C3C=CN=CC=3)N=2)CC1C(O)=O)=O)(C)(C)C.ON1C2C=CC=CC=2N=N1.CN1CCOCC1.C(N)C1C=CC=CC=1.Cl.CN(C)CCCN=C=NCC. The catalyst is CN(C)C=O. The product is [CH2:34]([NH:33][C:32]([CH:9]1[CH2:10][N:11]([C:14]2[C:15]3[C:29]([O:30][CH3:31])=[CH:28][N:27]=[CH:26][C:16]=3[N:17]=[C:18]([C:20]3[CH:25]=[CH:24][N:23]=[CH:22][CH:21]=3)[N:19]=2)[CH2:12][CH2:13][NH:8]1)=[O:41])[C:35]1[CH:40]=[CH:39][CH:38]=[CH:37][CH:36]=1. The yield is 0.520.